This data is from CYP2C9 inhibition data for predicting drug metabolism from PubChem BioAssay. The task is: Regression/Classification. Given a drug SMILES string, predict its absorption, distribution, metabolism, or excretion properties. Task type varies by dataset: regression for continuous measurements (e.g., permeability, clearance, half-life) or binary classification for categorical outcomes (e.g., BBB penetration, CYP inhibition). Dataset: cyp2c9_veith. (1) The compound is CN(C)CCCNc1c(C(=O)O)cnc2c1cnn2C. The result is 0 (non-inhibitor). (2) The molecule is Cc1ccc(NCCC(=O)c2ccc(Cl)cc2)cc1C. The result is 0 (non-inhibitor). (3) The compound is CCNc1ncc2nc(-c3ccc(OC)cc3)c(=O)n(-c3ccc(OC)cc3)c2n1. The result is 0 (non-inhibitor). (4) The molecule is COc1ccc2oc(-c3ccc(C)c(NC(=O)CSc4ccc(Cl)cc4)c3)nc2c1. The result is 1 (inhibitor). (5) The compound is CC(C)=CCC/C(C)=C/CO/N=C1/C[C@@H](O)[C@@H](O)[C@H]2[C@@H]1CC[C@@H]1C(=O)N(C(C)(C)C)C(=O)[C@H]12. The result is 0 (non-inhibitor). (6) The molecule is C[C@@]12Cc3cnc(-c4ccccc4)nc3C[C@@H]1CC[C@H]1[C@@H]2CC[C@]2(C)[C@@H]1CC[C@@]2(C)O. The result is 0 (non-inhibitor).